Dataset: Reaction yield outcomes from USPTO patents with 853,638 reactions. Task: Predict the reaction yield, written as a fraction of the theoretical maximum amount of product (1.0 means a 100% yield; for example, 0.34 means a 34% yield). (1) The reactants are [Cl:1][C:2]1[CH:7]=[CH:6][CH:5]=[CH:4][C:3]=1/[CH:8]=[CH:9]/[CH3:10].CC[C@H]1[C@H]2C[C@H]([C@H](OC3C4C(=CC=CC=4)C(O[C@H](C4C=CN=C5C=4C=C(OC)C=C5)[C@@H]4N5C[C@H](CC)[C@@H](CC5)C4)=NN=3)C3C=CN=C4C=3C=C([O:32]C)C=C4)N(CC2)C1.CC(O)(C)C.[OH2:74]. No catalyst specified. The product is [Cl:1][C:2]1[CH:7]=[CH:6][CH:5]=[CH:4][C:3]=1[C@H:8]([OH:32])[C@@H:9]([OH:74])[CH3:10]. The yield is 0.900. (2) The reactants are [NH:1]1[CH:5]=[C:4]([C:6]2[CH:7]=[N:8][CH:9]=[CH:10][CH:11]=2)[N:3]=[CH:2]1.[H-].[Na+].[CH2:14](Br)[C:15]1[CH:20]=[CH:19][CH:18]=[CH:17][CH:16]=1. The catalyst is C1COCC1. The product is [CH2:14]([N:1]1[CH:5]=[C:4]([C:6]2[CH:7]=[N:8][CH:9]=[CH:10][CH:11]=2)[N:3]=[CH:2]1)[C:15]1[CH:20]=[CH:19][CH:18]=[CH:17][CH:16]=1. The yield is 0.740. (3) The reactants are [F:1][C:2]1[CH:7]=[CH:6][C:5]([CH:8]2[C:13]3=[N:14][NH:15][C:16](=[O:21])[C:17]4[CH:18]=[CH:19][CH:20]=[C:11]([C:12]=43)[NH:10][CH:9]2[C:22]2[CH:29]=[CH:28][C:25]([CH:26]=O)=[CH:24][CH:23]=2)=[CH:4][CH:3]=1.C(O)(=O)C.[NH:34]1[CH2:37][CH2:36][CH2:35]1.[BH-](OC(C)=O)(OC(C)=O)OC(C)=O.[Na+]. The catalyst is C(Cl)Cl. The product is [N:34]1([CH2:26][C:25]2[CH:24]=[CH:23][C:22]([CH:9]3[NH:10][C:11]4[C:12]5[C:13](=[N:14][NH:15][C:16](=[O:21])[C:17]=5[CH:18]=[CH:19][CH:20]=4)[CH:8]3[C:5]3[CH:4]=[CH:3][C:2]([F:1])=[CH:7][CH:6]=3)=[CH:29][CH:28]=2)[CH2:37][CH2:36][CH2:35]1. The yield is 0.490. (4) The reactants are [CH2:1]([N:7]1[CH2:12][CH:11]2[CH:9]([C:10]2([CH:22]([CH3:24])[CH3:23])[C:13]2[CH:18]=[CH:17][CH:16]=[C:15]([N+:19]([O-])=O)[CH:14]=2)[CH2:8]1)[CH2:2][CH2:3][CH2:4][CH2:5][CH3:6].C(O)C.[Cl-].[Ca+2].[Cl-]. The catalyst is O.[Fe]. The product is [CH2:1]([N:7]1[CH2:12][CH:11]2[CH:9]([C:10]2([C:13]2[CH:14]=[C:15]([CH:16]=[CH:17][CH:18]=2)[NH2:19])[CH:22]([CH3:24])[CH3:23])[CH2:8]1)[CH2:2][CH2:3][CH2:4][CH2:5][CH3:6]. The yield is 1.00.